The task is: Regression. Given two drug SMILES strings and cell line genomic features, predict the synergy score measuring deviation from expected non-interaction effect.. This data is from NCI-60 drug combinations with 297,098 pairs across 59 cell lines. (1) Drug 1: CN1C(=O)N2C=NC(=C2N=N1)C(=O)N. Drug 2: CCN(CC)CCNC(=O)C1=C(NC(=C1C)C=C2C3=C(C=CC(=C3)F)NC2=O)C. Cell line: A498. Synergy scores: CSS=-2.45, Synergy_ZIP=2.98, Synergy_Bliss=1.94, Synergy_Loewe=-5.74, Synergy_HSA=-4.47. (2) Drug 1: CCC1(CC2CC(C3=C(CCN(C2)C1)C4=CC=CC=C4N3)(C5=C(C=C6C(=C5)C78CCN9C7C(C=CC9)(C(C(C8N6C)(C(=O)OC)O)OC(=O)C)CC)OC)C(=O)OC)O.OS(=O)(=O)O. Drug 2: CC12CCC3C(C1CCC2OP(=O)(O)O)CCC4=C3C=CC(=C4)OC(=O)N(CCCl)CCCl.[Na+]. Cell line: DU-145. Synergy scores: CSS=11.9, Synergy_ZIP=-3.17, Synergy_Bliss=1.07, Synergy_Loewe=-2.28, Synergy_HSA=-0.0911. (3) Drug 1: C1CN1C2=NC(=NC(=N2)N3CC3)N4CC4. Drug 2: C1=NC2=C(N1)C(=S)N=CN2. Cell line: CCRF-CEM. Synergy scores: CSS=72.3, Synergy_ZIP=-1.38, Synergy_Bliss=-1.40, Synergy_Loewe=-2.24, Synergy_HSA=1.48. (4) Drug 1: CC1C(C(=O)NC(C(=O)N2CCCC2C(=O)N(CC(=O)N(C(C(=O)O1)C(C)C)C)C)C(C)C)NC(=O)C3=C4C(=C(C=C3)C)OC5=C(C(=O)C(=C(C5=N4)C(=O)NC6C(OC(=O)C(N(C(=O)CN(C(=O)C7CCCN7C(=O)C(NC6=O)C(C)C)C)C)C(C)C)C)N)C. Drug 2: CC1=CC=C(C=C1)C2=CC(=NN2C3=CC=C(C=C3)S(=O)(=O)N)C(F)(F)F. Cell line: MOLT-4. Synergy scores: CSS=77.1, Synergy_ZIP=4.59, Synergy_Bliss=2.59, Synergy_Loewe=-41.6, Synergy_HSA=3.72. (5) Drug 1: CN(CC1=CN=C2C(=N1)C(=NC(=N2)N)N)C3=CC=C(C=C3)C(=O)NC(CCC(=O)O)C(=O)O. Drug 2: COC1=C2C(=CC3=C1OC=C3)C=CC(=O)O2. Cell line: OVCAR-4. Synergy scores: CSS=19.0, Synergy_ZIP=-0.940, Synergy_Bliss=-6.79, Synergy_Loewe=-60.5, Synergy_HSA=-8.29.